Dataset: Peptide-MHC class I binding affinity with 185,985 pairs from IEDB/IMGT. Task: Regression. Given a peptide amino acid sequence and an MHC pseudo amino acid sequence, predict their binding affinity value. This is MHC class I binding data. (1) The peptide sequence is IAYERMCNIL. The MHC is HLA-A02:06 with pseudo-sequence HLA-A02:06. The binding affinity (normalized) is 0.170. (2) The peptide sequence is LYEAGVTDE. The MHC is H-2-Kd with pseudo-sequence H-2-Kd. The binding affinity (normalized) is 0.0545. (3) The peptide sequence is IMSIGFEAR. The MHC is HLA-A33:01 with pseudo-sequence HLA-A33:01. The binding affinity (normalized) is 0.454. (4) The peptide sequence is EHFLGIWGL. The MHC is HLA-B39:01 with pseudo-sequence HLA-B39:01. The binding affinity (normalized) is 0.733. (5) The peptide sequence is QAKWRLQTL. The MHC is HLA-A02:03 with pseudo-sequence HLA-A02:03. The binding affinity (normalized) is 0.161. (6) The peptide sequence is WVPLTNNYM. The MHC is Mamu-B08 with pseudo-sequence Mamu-B08. The binding affinity (normalized) is 0. (7) The peptide sequence is YYLIKYLHV. The MHC is HLA-B51:01 with pseudo-sequence HLA-B51:01. The binding affinity (normalized) is 0.0847.